Dataset: Full USPTO retrosynthesis dataset with 1.9M reactions from patents (1976-2016). Task: Predict the reactants needed to synthesize the given product. (1) Given the product [C:1]([O:5][C:6](=[O:19])[NH:7][CH:8]1[CH2:17][C:16]2[C:11](=[N:12][CH:13]=[CH:14][CH:15]=2)[N:10]([CH2:21][CH:22]2[CH2:24][CH2:23]2)[C:9]1=[O:18])([CH3:4])([CH3:2])[CH3:3], predict the reactants needed to synthesize it. The reactants are: [C:1]([O:5][C:6](=[O:19])[NH:7][CH:8]1[CH2:17][C:16]2[C:11](=[N:12][CH:13]=[CH:14][CH:15]=2)[NH:10][C:9]1=[O:18])([CH3:4])([CH3:3])[CH3:2].Br[CH2:21][CH:22]1[CH2:24][CH2:23]1. (2) Given the product [CH3:66][N:65]([CH3:74])[CH2:2][CH2:1][CH2:6][O:32][C:33]1[CH:34]=[C:35]([C:39]2[C:47]3[C:42](=[CH:43][CH:44]=[C:45]([C:48]#[N:49])[CH:46]=3)[NH:41][N:40]=2)[CH:36]=[CH:37][CH:38]=1, predict the reactants needed to synthesize it. The reactants are: [C:1]1(P(C2C=CC=CC=2)C2C=CC=CC=2)[CH:6]=CC=C[CH:2]=1.CCOC(/N=N/C(OCC)=O)=O.[OH:32][C:33]1[CH:34]=[C:35]([C:39]2[C:47]3[C:42](=[CH:43][CH:44]=[C:45]([C:48]#[N:49])[CH:46]=3)[N:41](C3CCCCO3)[N:40]=2)[CH:36]=[CH:37][CH:38]=1.OC1C=C(C2C3[C:66](=CC=C(C#N)C=3)[N:65]([CH:74]3CCCCO3)N=2)C=CC=1.Cl. (3) Given the product [CH3:1][O:2][C:3](=[O:16])[C:4]1[C:5](=[CH:10][C:11]([CH2:14][C:26]2[CH:27]=[CH:28][CH:29]=[CH:30][C:25]=2[NH:24][C:22]([O:21][C:17]([CH3:20])([CH3:19])[CH3:18])=[O:23])=[CH:12][CH:13]=1)[C:6]([O:8][CH3:9])=[O:7], predict the reactants needed to synthesize it. The reactants are: [CH3:1][O:2][C:3](=[O:16])[C:4]1[C:5](=[CH:10][C:11]([CH2:14]Br)=[CH:12][CH:13]=1)[C:6]([O:8][CH3:9])=[O:7].[C:17]([O:21][C:22]([NH:24][C:25]1[CH:30]=[CH:29][CH:28]=[CH:27][C:26]=1B(O)O)=[O:23])([CH3:20])([CH3:19])[CH3:18].C(=O)([O-])[O-].[Na+].[Na+].COCCOC.